From a dataset of Catalyst prediction with 721,799 reactions and 888 catalyst types from USPTO. Predict which catalyst facilitates the given reaction. (1) Reactant: [O:1]=[C:2]([N:7]1[CH2:11][CH2:10][CH2:9][CH:8]1[C:12](=[O:17])[CH2:13][CH2:14][CH:15]=[CH2:16])[C:3]([O:5]C)=O.[CH3:18][CH:19]([CH3:24])[CH2:20][CH2:21][Mg]Cl. Product: [CH3:18][C:19]([CH3:24])([CH2:20][CH3:21])[C:3](=[O:5])[C:2]([N:7]1[CH2:11][CH2:10][CH2:9][CH:8]1[C:12](=[O:17])[CH2:13][CH2:14][CH:15]=[CH2:16])=[O:1]. The catalyst class is: 1. (2) Reactant: [CH3:1][C:2]1[CH:7]=[CH:6][C:5]([C:8]2[O:9][C:10]([CH3:13])=[N:11][N:12]=2)=[CH:4][C:3]=1[C:14]1[CH:19]=[CH:18][C:17]([C:20](O)=[O:21])=[CH:16][CH:15]=1.C1C=C[C:26]2N(O)N=[N:29][C:27]=2[CH:28]=1.Cl.CN(C)CCCN=C=NCC.C1(N)CC1. Product: [CH:27]1([NH:29][C:20]([C:17]2[CH:18]=[CH:19][C:14]([C:3]3[CH:4]=[C:5]([C:8]4[O:9][C:10]([CH3:13])=[N:11][N:12]=4)[CH:6]=[CH:7][C:2]=3[CH3:1])=[CH:15][CH:16]=2)=[O:21])[CH2:28][CH2:26]1. The catalyst class is: 3.